Dataset: Reaction yield outcomes from USPTO patents with 853,638 reactions. Task: Predict the reaction yield, written as a fraction of the theoretical maximum amount of product (1.0 means a 100% yield; for example, 0.34 means a 34% yield). (1) The reactants are [Cl:1][C:2]1[CH:3]=[C:4](/[C:9](/[C:31]([F:34])([F:33])[F:32])=[CH:10]/[C:11]([C:14]2[CH:15]=[C:16]3[C:20](=[CH:21][CH:22]=2)[CH:19]([NH:23][C:24](=[O:30])[CH2:25][CH:26]([O:28][CH3:29])[CH3:27])[CH2:18][CH2:17]3)=[N:12][OH:13])[CH:5]=[C:6]([Cl:8])[CH:7]=1.[H-].[Na+].[CH3:37][O:38][CH2:39]Cl. The catalyst is O1CCCC1. The product is [Cl:1][C:2]1[CH:3]=[C:4](/[C:9](/[C:31]([F:34])([F:32])[F:33])=[CH:10]/[C:11]([C:14]2[CH:15]=[C:16]3[C:20](=[CH:21][CH:22]=2)[CH:19]([NH:23][C:24](=[O:30])[CH2:25][CH:26]([O:28][CH3:29])[CH3:27])[CH2:18][CH2:17]3)=[N:12][O:13][CH2:37][O:38][CH3:39])[CH:5]=[C:6]([Cl:8])[CH:7]=1. The yield is 0.540. (2) The reactants are [Br:1][CH:2]1[C:7]2([C:10]3[CH:15]=[CH:14][C:13]([Cl:16])=[CH:12][CH:11]=3)[CH2:8][CH2:9][C:4]([CH2:17][OH:18])([CH2:5][O:6]2)[CH2:3]1.CC(OI1(OC(C)=O)(OC(C)=O)OC(=O)C2C=CC=CC1=2)=O. The catalyst is ClCCl. The product is [Br:1][CH:2]1[C:7]2([C:10]3[CH:15]=[CH:14][C:13]([Cl:16])=[CH:12][CH:11]=3)[CH2:8][CH2:9][C:4]([CH:17]=[O:18])([CH2:5][O:6]2)[CH2:3]1. The yield is 0.810. (3) The reactants are [CH3:1][O:2][C:3]1[CH:8]=[CH:7][C:6]([CH2:9][NH2:10])=[CH:5][CH:4]=1.[CH3:11][S:12](Cl)(=[O:14])=[O:13]. The catalyst is C(Cl)Cl. The product is [CH3:1][O:2][C:3]1[CH:8]=[CH:7][C:6]([CH2:9][NH:10][S:12]([CH3:11])(=[O:14])=[O:13])=[CH:5][CH:4]=1. The yield is 0.890. (4) The reactants are [H-].[Na+].[S:3]1[CH:7]=[CH:6][CH:5]=[C:4]1[CH2:8][OH:9].[CH2:10](Br)[C:11]1[CH:16]=[CH:15][CH:14]=[CH:13][CH:12]=1. The catalyst is C1COCC1. The product is [CH2:10]([O:9][CH2:8][C:4]1[S:3][CH:7]=[CH:6][CH:5]=1)[C:11]1[CH:16]=[CH:15][CH:14]=[CH:13][CH:12]=1. The yield is 0.780. (5) The reactants are C[S-].[Na+].C[O:5][C:6]1[CH:7]=[C:8]([C:12]2([CH2:18][N:19]([CH3:21])[CH3:20])[CH2:17][CH2:16][O:15][CH2:14][CH2:13]2)[CH:9]=[CH:10][CH:11]=1.Br.C([O-])(O)=O.[Na+]. The catalyst is CN(C=O)C.O. The product is [CH3:21][N:19]([CH2:18][C:12]1([C:8]2[CH:7]=[C:6]([OH:5])[CH:11]=[CH:10][CH:9]=2)[CH2:17][CH2:16][O:15][CH2:14][CH2:13]1)[CH3:20]. The yield is 0.355. (6) The yield is 0.580. The product is [O:16]=[C:15]1[CH2:2][C:3]2([CH2:4][N:5]([C:7]([O:9][C:10]([CH3:12])([CH3:11])[CH3:13])=[O:8])[CH2:6]2)[CH2:14]1. The reactants are Cl[C:2]1(Cl)[C:15](=[O:16])[CH2:14][C:3]21[CH2:6][N:5]([C:7]([O:9][C:10]([CH3:13])([CH3:12])[CH3:11])=[O:8])[CH2:4]2. The catalyst is O1CCOCC1.C(O)(=O)C.[Zn]. (7) The reactants are Br[C:2]1[CH:7]=[CH:6][C:5]([N:8]2[CH:15]([C:16]3[CH:21]=[CH:20][CH:19]=[CH:18][C:17]=3[O:22][CH3:23])[C:14]3[C:13]([C:24]([CH2:27][OH:28])([CH3:26])[CH3:25])=[N:12][NH:11][C:10]=3[C:9]2=[O:29])=[CH:4][CH:3]=1.[S:30]1[CH:34]=[CH:33][C:32](B(O)O)=[CH:31]1.P([O-])([O-])([O-])=O.[K+].[K+].[K+].COCCOC. The catalyst is O. The product is [OH:28][CH2:27][C:24]([C:13]1[C:14]2[CH:15]([C:16]3[CH:21]=[CH:20][CH:19]=[CH:18][C:17]=3[O:22][CH3:23])[N:8]([C:5]3[CH:4]=[CH:3][C:2]([C:32]4[CH:33]=[CH:34][S:30][CH:31]=4)=[CH:7][CH:6]=3)[C:9](=[O:29])[C:10]=2[NH:11][N:12]=1)([CH3:25])[CH3:26]. The yield is 0.250. (8) The reactants are [O:1]=[C:2]1[C:11]2[C:6](=[CH:7][CH:8]=[CH:9][C:10]=2[C:12]([F:15])([F:14])[F:13])[NH:5][CH:4]=[C:3]1[C:16]([O:18]CC)=[O:17].[OH-].[Na+]. The catalyst is [Pd]. The product is [O:1]=[C:2]1[C:11]2[C:6](=[CH:7][CH:8]=[CH:9][C:10]=2[C:12]([F:15])([F:13])[F:14])[NH:5][CH:4]=[C:3]1[C:16]([OH:18])=[O:17]. The yield is 0.920. (9) The product is [Cl:1][C:2]1[CH:8]=[C:7]([O:9][C:10]2[C:11]3[N:18]([CH3:19])[C:17]([C:20]([CH3:27])([O:22][Si:23]([CH3:25])([CH3:24])[CH3:26])[CH3:21])=[CH:16][C:12]=3[N:13]=[CH:14][N:15]=2)[CH:6]=[CH:5][C:3]=1[NH:4][C:44]([NH:43][C:39]1[CH:40]=[CH:41][CH:42]=[C:37]([C:36]([F:35])([F:46])[F:47])[CH:38]=1)=[O:45]. The reactants are [Cl:1][C:2]1[CH:8]=[C:7]([O:9][C:10]2[C:11]3[N:18]([CH3:19])[C:17]([C:20]([CH3:27])([O:22][Si:23]([CH3:26])([CH3:25])[CH3:24])[CH3:21])=[CH:16][C:12]=3[N:13]=[CH:14][N:15]=2)[CH:6]=[CH:5][C:3]=1[NH2:4].C(N(CC)CC)C.[F:35][C:36]([F:47])([F:46])[C:37]1[CH:38]=[C:39]([N:43]=[C:44]=[O:45])[CH:40]=[CH:41][CH:42]=1.O. The catalyst is O1CCCC1. The yield is 0.580.